Dataset: Forward reaction prediction with 1.9M reactions from USPTO patents (1976-2016). Task: Predict the product of the given reaction. (1) Given the reactants [F:1][C:2]1[CH:3]=[C:4]([O:13]C)[CH:5]=[C:6]2[C:10]=1[C:9]([CH3:12])([CH3:11])[CH2:8][CH2:7]2.C(S)CCCCCCCCCCC.[Cl-].[Al+3].[Cl-].[Cl-].Cl, predict the reaction product. The product is: [F:1][C:2]1[CH:3]=[C:4]([OH:13])[CH:5]=[C:6]2[C:10]=1[C:9]([CH3:11])([CH3:12])[CH2:8][CH2:7]2. (2) Given the reactants Cl.[Cl:2][C:3]1[CH:8]=[CH:7][C:6]([N:9]2[CH2:14][CH2:13][CH2:12][C@@H:11]([C:15]([OH:17])=O)[CH2:10]2)=[CH:5][C:4]=1[C:18]1[NH:22][C:21]2[CH:23]=[CH:24][C:25]([F:27])=[CH:26][C:20]=2[N:19]=1.CN(C(ON1N=NC2C=CC=NC1=2)=[N+](C)C)C.F[P-](F)(F)(F)(F)F.[O:52]1[CH2:57][CH2:56][N:55](CCN)[CH2:54][CH2:53]1, predict the reaction product. The product is: [Cl:2][C:3]1[CH:8]=[CH:7][C:6]([N:9]2[CH2:14][CH2:13][CH2:12][C@@H:11]([C:15]([N:55]3[CH2:56][CH2:57][O:52][CH2:53][CH2:54]3)=[O:17])[CH2:10]2)=[CH:5][C:4]=1[C:18]1[NH:22][C:21]2[CH:23]=[CH:24][C:25]([F:27])=[CH:26][C:20]=2[N:19]=1. (3) Given the reactants [CH:1]([CH:3]=O)=O.[NH2:5][OH:6].Cl.C(=O)([O-])[O-].[Na+].[Na+].C(=O)=O.[Br:17][C:18]1[CH:23]=[CH:22][C:21]([NH:24][NH2:25])=[CH:20][CH:19]=1, predict the reaction product. The product is: [Br:17][C:18]1[CH:23]=[CH:22][C:21]([N:24]2[N:25]=[CH:3][CH:1]=[N+:5]2[O-:6])=[CH:20][CH:19]=1. (4) Given the reactants [Cl:1][C:2]1[CH:7]=[CH:6][C:5]([S:8]([C:11]2[C:12]([CH3:20])=[CH:13][N:14]3[C:19]=2[CH:18]=[CH:17][CH:16]=[CH:15]3)(=[O:10])=[O:9])=[CH:4][CH:3]=1.[CH3:21][O:22][C:23](=[O:27])[C:24](Cl)=[O:25], predict the reaction product. The product is: [CH3:21][O:22][C:23](=[O:27])[C:24]([C:13]1[N:14]2[C:19]([CH:18]=[CH:17][CH:16]=[CH:15]2)=[C:11]([S:8]([C:5]2[CH:4]=[CH:3][C:2]([Cl:1])=[CH:7][CH:6]=2)(=[O:10])=[O:9])[C:12]=1[CH3:20])=[O:25]. (5) Given the reactants [Cl:1][C:2]1[CH:31]=[CH:30][C:5]([CH2:6][N:7]2[C:15]3[C:10](=[CH:11][C:12](/[CH:16]=[C:17]4/[C:18](=[O:29])[N:19]([CH:23]5[CH2:28][CH2:27][NH:26][CH2:25][CH2:24]5)[C:20](=[O:22])[S:21]/4)=[CH:13][CH:14]=3)[CH:9]=[N:8]2)=[C:4]([C:32]([F:35])([F:34])[F:33])[CH:3]=1.Br[CH2:37][CH2:38][OH:39], predict the reaction product. The product is: [Cl:1][C:2]1[CH:31]=[CH:30][C:5]([CH2:6][N:7]2[C:15]3[C:10](=[CH:11][C:12](/[CH:16]=[C:17]4/[C:18](=[O:29])[N:19]([CH:23]5[CH2:28][CH2:27][N:26]([CH2:37][CH2:38][OH:39])[CH2:25][CH2:24]5)[C:20](=[O:22])[S:21]/4)=[CH:13][CH:14]=3)[CH:9]=[N:8]2)=[C:4]([C:32]([F:35])([F:34])[F:33])[CH:3]=1. (6) The product is: [Cl:17][C:18]1[CH:23]=[CH:22][C:21]([NH:24][C:25]([NH:16][C:10]2[CH:11]=[CH:12][C:13]([O:14][CH3:15])=[C:8]([C:3]3[N:4]([CH3:7])[N:5]=[CH:6][C:2]=3[F:1])[CH:9]=2)=[O:26])=[CH:20][CH:19]=1. Given the reactants [F:1][C:2]1[CH:6]=[N:5][N:4]([CH3:7])[C:3]=1[C:8]1[CH:9]=[C:10]([NH2:16])[CH:11]=[CH:12][C:13]=1[O:14][CH3:15].[Cl:17][C:18]1[CH:23]=[CH:22][C:21]([N:24]=[C:25]=[O:26])=[CH:20][CH:19]=1, predict the reaction product.